Predict the reactants needed to synthesize the given product. From a dataset of Full USPTO retrosynthesis dataset with 1.9M reactions from patents (1976-2016). (1) Given the product [CH3:1][C:2]1([CH3:22])[C:11]2[C:6](=[CH:7][C:8]([NH:12][C:13]([C:14]3[C:15]([NH:33][CH2:32][C:31]4[CH:30]=[CH:29][N:28]=[C:27]5[NH:23][N:24]=[CH:25][C:26]=45)=[N:16][CH:17]=[CH:18][CH:19]=3)=[O:21])=[CH:9][CH:10]=2)[NH:5][CH2:4][CH2:3]1, predict the reactants needed to synthesize it. The reactants are: [CH3:1][C:2]1([CH3:22])[C:11]2[C:6](=[CH:7][C:8]([NH:12][C:13](=[O:21])[C:14]3[CH:19]=[CH:18][CH:17]=[N:16][C:15]=3F)=[CH:9][CH:10]=2)[NH:5][CH2:4][CH2:3]1.[NH:23]1[C:27]2=[N:28][CH:29]=[CH:30][C:31]([CH2:32][NH2:33])=[C:26]2[CH:25]=[N:24]1.CCN(C(C)C)C(C)C. (2) Given the product [CH3:20][CH:16]1[C:17](=[O:18])[C:11]2[C:12](=[C:13]3[C:8](=[CH:9][CH:10]=2)[CH2:7][C:6]([CH3:21])([CH3:5])[CH2:14]3)[CH2:15]1, predict the reactants needed to synthesize it. The reactants are: [Al+3].[Cl-].[Cl-].[Cl-].[CH3:5][C:6]1([CH3:21])[CH2:14][C:13]2[C:8](=[CH:9][CH:10]=[CH:11][C:12]=2[CH2:15][CH:16]([CH3:20])[C:17](Cl)=[O:18])[CH2:7]1.